This data is from Forward reaction prediction with 1.9M reactions from USPTO patents (1976-2016). The task is: Predict the product of the given reaction. Given the reactants [CH3:1][N:2]1[C:6]([C:7]2[CH:16]=[CH:15][C:14]3[C:13](=[O:17])[CH2:12][CH2:11][CH2:10][C:9]=3[CH:8]=2)=[CH:5][CH:4]=[C:3]1[C:18]#[N:19].[CH:20]([Mg]Br)([CH3:22])[CH3:21], predict the reaction product. The product is: [OH:17][C:13]1([CH:20]([CH3:22])[CH3:21])[CH2:12][CH2:11][CH2:10][C:9]2[CH:8]=[C:7]([C:6]3[N:2]([CH3:1])[C:3]([C:18]#[N:19])=[CH:4][CH:5]=3)[CH:16]=[CH:15][C:14]1=2.